Task: Predict which catalyst facilitates the given reaction.. Dataset: Catalyst prediction with 721,799 reactions and 888 catalyst types from USPTO (1) Reactant: [Li+].C[Si]([N-][Si](C)(C)C)(C)C.[F:11][C:12]1[CH:13]=[C:14]2[C:18](=[CH:19][CH:20]=1)[N:17]([C:21]([O:23][C:24]([CH3:27])([CH3:26])[CH3:25])=[O:22])[C:16]([C:28]1[O:32][CH:31]=[N:30][CH:29]=1)=[CH:15]2.[Cl:33]C(Cl)(Cl)C(Cl)(Cl)Cl. Product: [Cl:33][C:31]1[O:32][C:28]([C:16]2[N:17]([C:21]([O:23][C:24]([CH3:27])([CH3:25])[CH3:26])=[O:22])[C:18]3[C:14]([CH:15]=2)=[CH:13][C:12]([F:11])=[CH:20][CH:19]=3)=[CH:29][N:30]=1. The catalyst class is: 1. (2) Reactant: [NH:1]([CH2:8][C:9]([OH:11])=[O:10])[C:2]1[CH:7]=[CH:6][CH:5]=[CH:4][CH:3]=1.C(N(CC)CC)C.[C:19](O[C:19]([O:21][C:22]([CH3:25])([CH3:24])[CH3:23])=[O:20])([O:21][C:22]([CH3:25])([CH3:24])[CH3:23])=[O:20]. Product: [C:22]([O:21][C:19]([N:1]([CH2:8][C:9]([OH:11])=[O:10])[C:2]1[CH:7]=[CH:6][CH:5]=[CH:4][CH:3]=1)=[O:20])([CH3:25])([CH3:24])[CH3:23]. The catalyst class is: 95. (3) Reactant: Cl[CH:2]([C:8]1[CH:13]=[CH:12][CH:11]=[CH:10][CH:9]=1)[C:3]1[O:4][CH:5]=[CH:6][N:7]=1.[N+:14]([C:17]1[CH:18]=[CH:19][C:20]([N:25]2[CH2:30][CH2:29][NH:28][CH2:27][CH2:26]2)=[C:21]([CH:24]=1)[C:22]#[N:23])([O-:16])=[O:15].C([O-])([O-])=O.[Cs+].[Cs+].CC(C)=O.C(Cl)Cl. The catalyst class is: 10. Product: [N+:14]([C:17]1[CH:18]=[CH:19][C:20]([N:25]2[CH2:26][CH2:27][N:28]([CH:2]([C:3]3[O:4][CH:5]=[CH:6][N:7]=3)[C:8]3[CH:13]=[CH:12][CH:11]=[CH:10][CH:9]=3)[CH2:29][CH2:30]2)=[C:21]([CH:24]=1)[C:22]#[N:23])([O-:16])=[O:15]. (4) Reactant: CC(C)([O-])C.[Na+].Br[C:8]1[CH:37]=[CH:36][C:11]([CH2:12][NH:13][C:14](=[O:35])[C:15]2[CH:20]=[CH:19][C:18]([C:21]3[O:22][C:23]4[C:29]([CH:30]([CH3:32])[CH3:31])=[CH:28][C:27]([C:33]#[N:34])=[CH:26][C:24]=4[N:25]=3)=[CH:17][CH:16]=2)=[CH:10][CH:9]=1.[F:38][C:39]([F:52])([F:51])[C:40]1[CH:45]=[CH:44][C:43]([CH:46]2[CH2:50][CH2:49][NH:48][CH2:47]2)=[CH:42][CH:41]=1.CC(C)=O. Product: [C:33]([C:27]1[CH:28]=[C:29]([CH:30]([CH3:32])[CH3:31])[C:23]2[O:22][C:21]([C:18]3[CH:19]=[CH:20][C:15]([C:14]([NH:13][CH2:12][C:11]4[CH:36]=[CH:37][C:8]([N:48]5[CH2:49][CH2:50][CH:46]([C:43]6[CH:44]=[CH:45][C:40]([C:39]([F:38])([F:51])[F:52])=[CH:41][CH:42]=6)[CH2:47]5)=[CH:9][CH:10]=4)=[O:35])=[CH:16][CH:17]=3)=[N:25][C:24]=2[CH:26]=1)#[N:34]. The catalyst class is: 11. (5) Reactant: [CH3:1][O:2][C:3](=[O:13])[C:4]1[CH:9]=[C:8]([Cl:10])[C:7]([NH2:11])=[CH:6][C:5]=1[OH:12].C(Cl)Cl.[C:17](Cl)(=[O:20])[CH:18]=[CH2:19]. Product: [CH3:1][O:2][C:3](=[O:13])[C:4]1[CH:9]=[C:8]([Cl:10])[C:7]([NH:11][C:17](=[O:20])[CH:18]=[CH2:19])=[CH:6][C:5]=1[OH:12]. The catalyst class is: 66. (6) Product: [CH:29]1(/[C:32](/[C:22]2[N:21]=[C:20]3[O:28][CH:16]([C:13]4[CH:14]=[CH:15][C:10]([C:3]5[CH:4]=[C:5]([O:8][CH3:9])[CH:6]=[CH:7][C:2]=5[F:1])=[CH:11][CH:12]=4)[CH2:17][CH2:18][C:19]3=[CH:24][CH:23]=2)=[CH:33]/[C:34]([O:36][CH3:37])=[O:35])[CH2:31][CH2:30]1. The catalyst class is: 203. Reactant: [F:1][C:2]1[CH:7]=[CH:6][C:5]([O:8][CH3:9])=[CH:4][C:3]=1[C:10]1[CH:15]=[CH:14][C:13]([CH:16]2[O:28][C:20]3=[N:21][C:22](B(O)O)=[CH:23][CH:24]=[C:19]3[CH2:18][CH2:17]2)=[CH:12][CH:11]=1.[CH:29]1(/[C:32](/OS(C(F)(F)F)(=O)=O)=[CH:33]/[C:34]([O:36][CH3:37])=[O:35])[CH2:31][CH2:30]1.C([O-])([O-])=O.[K+].[K+].[NH4+].[Cl-].